This data is from Forward reaction prediction with 1.9M reactions from USPTO patents (1976-2016). The task is: Predict the product of the given reaction. (1) Given the reactants [C:1](=[O:12])([O:7][C:8]([CH3:11])([CH3:10])[CH3:9])OC(C)(C)C.[NH:13]1[CH2:17][CH2:16][CH:15]([OH:18])[CH2:14]1, predict the reaction product. The product is: [OH:18][CH:15]1[CH2:16][CH2:17][N:13]([C:1]([O:7][C:8]([CH3:9])([CH3:10])[CH3:11])=[O:12])[CH2:14]1. (2) Given the reactants [NH2:1][C:2]1([C:14]2[CH:19]=[CH:18][CH:17]=[CH:16][C:15]=2[O:20][CH2:21][CH3:22])[C:10]2[C:5](=[CH:6][CH:7]=[C:8]([O:11][CH3:12])[CH:9]=2)[NH:4][C:3]1=[O:13].Cl[C:24]([O:26][C:27]1[CH:32]=[CH:31][CH:30]=[CH:29][CH:28]=1)=[O:25], predict the reaction product. The product is: [C:27]1([O:26][C:24](=[O:25])[NH:1][C:2]2([C:14]3[CH:19]=[CH:18][CH:17]=[CH:16][C:15]=3[O:20][CH2:21][CH3:22])[C:10]3[C:5](=[CH:6][CH:7]=[C:8]([O:11][CH3:12])[CH:9]=3)[NH:4][C:3]2=[O:13])[CH:32]=[CH:31][CH:30]=[CH:29][CH:28]=1. (3) Given the reactants [CH3:1][C:2]1[CH:10]=[C:9]([CH3:11])[CH:8]=[CH:7][C:3]=1[C:4](O)=[O:5].C(Cl)(=O)C([Cl:15])=O, predict the reaction product. The product is: [CH3:1][C:2]1[CH:10]=[C:9]([CH3:11])[CH:8]=[CH:7][C:3]=1[C:4]([Cl:15])=[O:5]. (4) Given the reactants [C:1]([NH:4][C:5]1[C:6]2[N:7]=[CH:8][N:9]([C:27]=2[N:28]=[CH:29][N:30]=1)[C@@H:10]1[O:26][C@H:23]([CH2:24][OH:25])[C@@H:21]([OH:22])[C@H:11]1[O:12][CH2:13][O:14][CH2:15][O:16][CH2:17][CH2:18][C:19]#[N:20])(=[O:3])[CH3:2].N1C=CC=CC=1.[CH3:37][O:38][C:39]1[CH:60]=[CH:59][C:42]([C:43](Cl)([C:52]2[CH:57]=[CH:56][CH:55]=[CH:54][CH:53]=2)[C:44]2[CH:49]=[CH:48][C:47]([O:50][CH3:51])=[CH:46][CH:45]=2)=[CH:41][CH:40]=1, predict the reaction product. The product is: [C:1]([NH:4][C:5]1[C:6]2[N:7]=[CH:8][N:9]([C:27]=2[N:28]=[CH:29][N:30]=1)[C@@H:10]1[O:26][C@H:23]([CH2:24][O:25][C:43]([C:52]2[CH:57]=[CH:56][CH:55]=[CH:54][CH:53]=2)([C:44]2[CH:49]=[CH:48][C:47]([O:50][CH3:51])=[CH:46][CH:45]=2)[C:42]2[CH:41]=[CH:40][C:39]([O:38][CH3:37])=[CH:60][CH:59]=2)[C@@H:21]([OH:22])[C@H:11]1[O:12][CH2:13][O:14][CH2:15][O:16][CH2:17][CH2:18][C:19]#[N:20])(=[O:3])[CH3:2]. (5) Given the reactants Cl[C:2]1[CH:7]=[CH:6][C:5]([B:8]2[O:12][C:11]([CH3:14])([CH3:13])[C:10]([CH3:16])([CH3:15])[O:9]2)=[CH:4][N:3]=1.[CH3:17][NH:18][CH3:19], predict the reaction product. The product is: [CH3:17][N:18]([CH3:19])[C:2]1[CH:7]=[CH:6][C:5]([B:8]2[O:12][C:11]([CH3:14])([CH3:13])[C:10]([CH3:16])([CH3:15])[O:9]2)=[CH:4][N:3]=1. (6) Given the reactants [CH2:1]([NH:3][C:4](=[O:22])[C:5]1[CH:10]=[CH:9][C:8]([N+:11]([O-])=O)=[C:7]([O:14][CH2:15][C:16]2[CH:21]=[CH:20][CH:19]=[CH:18][CH:17]=2)[CH:6]=1)[CH3:2].[Sn](Cl)Cl, predict the reaction product. The product is: [CH2:1]([NH:3][C:4](=[O:22])[C:5]1[CH:10]=[CH:9][C:8]([NH2:11])=[C:7]([O:14][CH2:15][C:16]2[CH:17]=[CH:18][CH:19]=[CH:20][CH:21]=2)[CH:6]=1)[CH3:2]. (7) Given the reactants Cl[C:2]1[CH:3]=[CH:4][C:5]2[C:15]3[C:10](=[CH:11][N:12]=[CH:13][CH:14]=3)[CH:9]([CH:16]3[CH2:18][CH2:17]3)[O:8][C:6]=2[CH:7]=1.[OH:19][CH2:20][C@@H:21]([NH:26][C:27](=[O:33])[O:28][C:29]([CH3:32])([CH3:31])[CH3:30])[CH2:22][CH:23]([CH3:25])[CH3:24].C(=O)([O-])[O-].[Cs+].[Cs+].C(P(C(C)(C)C)C1C=CC=CC=1C1C(C(C)C)=CC(C(C)C)=CC=1C(C)C)(C)(C)C, predict the reaction product. The product is: [C:29]([O:28][C:27](=[O:33])[NH:26][C@@H:21]([CH2:22][CH:23]([CH3:24])[CH3:25])[CH2:20][O:19][C:2]1[CH:3]=[CH:4][C:5]2[C:15]3[C:10](=[CH:11][N:12]=[CH:13][CH:14]=3)[CH:9]([CH:16]3[CH2:18][CH2:17]3)[O:8][C:6]=2[CH:7]=1)([CH3:32])([CH3:31])[CH3:30]. (8) Given the reactants [Br:1][C:2]1[CH:3]=[CH:4][C:5]([Cl:9])=[C:6]([OH:8])[CH:7]=1.C(=O)([O-])[O-].[K+].[K+].Cl[C:17]1[CH:22]=[CH:21][C:20]([C:23]([F:26])([F:25])[F:24])=[CH:19][N:18]=1, predict the reaction product. The product is: [Br:1][C:2]1[CH:3]=[CH:4][C:5]([Cl:9])=[C:6]([CH:7]=1)[O:8][C:17]1[CH:22]=[CH:21][C:20]([C:23]([F:26])([F:25])[F:24])=[CH:19][N:18]=1.